This data is from Reaction yield outcomes from USPTO patents with 853,638 reactions. The task is: Predict the reaction yield, written as a fraction of the theoretical maximum amount of product (1.0 means a 100% yield; for example, 0.34 means a 34% yield). (1) The reactants are [NH2:1][C:2]1[N:13]=[CH:12][C:11]([Br:14])=[CH:10][C:3]=1[C:4](N(OC)C)=[O:5].[CH3:15][O:16][C:17]1[CH:22]=[CH:21][CH:20]=[CH:19][C:18]=1[Mg]Br. The catalyst is C1COCC1. The product is [NH2:1][C:2]1[C:3]([C:4]([C:18]2[CH:19]=[CH:20][CH:21]=[CH:22][C:17]=2[O:16][CH3:15])=[O:5])=[CH:10][C:11]([Br:14])=[CH:12][N:13]=1. The yield is 0.790. (2) The reactants are [Cl:1][C:2]1[N:3]=[N:4][C:5](Cl)=[CH:6][CH:7]=1.[F:9][C:10]([F:25])([C:15]1[CH:16]=[C:17]2[C:22](=[CH:23][CH:24]=1)[N:21]=[CH:20][CH:19]=[CH:18]2)[C:11]([NH:13][NH2:14])=O. The catalyst is CCCCO. The product is [Cl:1][C:2]1[CH:7]=[CH:6][C:5]2[N:4]([C:11]([C:10]([F:25])([F:9])[C:15]3[CH:16]=[C:17]4[C:22](=[CH:23][CH:24]=3)[N:21]=[CH:20][CH:19]=[CH:18]4)=[N:13][N:14]=2)[N:3]=1. The yield is 0.530. (3) The reactants are Br[C:2]1[CH:3]=[C:4]([N:8]([C:13]2[C:32]([CH:33]3[CH2:35][CH2:34]3)=[CH:31][C:16]3[C:17]([C:27]([NH:29][CH3:30])=[O:28])=[C:18]([C:20]4[CH:25]=[CH:24][C:23]([F:26])=[CH:22][CH:21]=4)[O:19][C:15]=3[CH:14]=2)[S:9]([CH3:12])(=[O:11])=[O:10])[CH:5]=[CH:6][CH:7]=1.C([O-])(=O)C.[K+].[B:41]1([B:41]2[O:45][C:44]([CH3:47])([CH3:46])[C:43]([CH3:49])([CH3:48])[O:42]2)[O:45][C:44]([CH3:47])([CH3:46])[C:43]([CH3:49])([CH3:48])[O:42]1. The yield is 0.920. The product is [CH:33]1([C:32]2[C:13]([N:8]([C:4]3[CH:5]=[CH:6][CH:7]=[C:2]([B:41]4[O:45][C:44]([CH3:47])([CH3:46])[C:43]([CH3:49])([CH3:48])[O:42]4)[CH:3]=3)[S:9]([CH3:12])(=[O:11])=[O:10])=[CH:14][C:15]3[O:19][C:18]([C:20]4[CH:25]=[CH:24][C:23]([F:26])=[CH:22][CH:21]=4)=[C:17]([C:27]([NH:29][CH3:30])=[O:28])[C:16]=3[CH:31]=2)[CH2:35][CH2:34]1. The catalyst is O1CCOCC1. (4) The reactants are C(=O)(O)[O-].[Na+].[NH2:6][C:7]1[CH:12]=[CH:11][C:10]([CH2:13][C:14]([O:16][CH3:17])=[O:15])=[CH:9][CH:8]=1.[C:18]([O:22][C:23](O[C:23]([O:22][C:18]([CH3:21])([CH3:20])[CH3:19])=[O:24])=[O:24])([CH3:21])([CH3:20])[CH3:19]. The catalyst is C1COCC1. The product is [C:18]([O:22][C:23]([NH:6][C:7]1[CH:8]=[CH:9][C:10]([CH2:13][C:14]([O:16][CH3:17])=[O:15])=[CH:11][CH:12]=1)=[O:24])([CH3:21])([CH3:20])[CH3:19]. The yield is 0.700. (5) The reactants are [NH:1]1[C:5]2[CH:6]=[CH:7][CH:8]=[CH:9][C:4]=2[N:3]=[C:2]1[C:10]1[CH:11]=[C:12]([N:16]2[CH2:21][CH2:20][N:19]([C:22]([CH:24]3[CH2:29][CH2:28][N:27]([CH3:30])[CH2:26][CH2:25]3)=O)[CH2:18][CH2:17]2)[CH:13]=[CH:14][CH:15]=1. The catalyst is C1COCC1. The product is [CH3:30][N:27]1[CH2:26][CH2:25][CH:24]([CH2:22][N:19]2[CH2:20][CH2:21][N:16]([C:12]3[CH:11]=[C:10]([C:2]4[NH:1][C:5]5[CH:6]=[CH:7][CH:8]=[CH:9][C:4]=5[N:3]=4)[CH:15]=[CH:14][CH:13]=3)[CH2:17][CH2:18]2)[CH2:29][CH2:28]1. The yield is 0.690. (6) The reactants are Br[C:2]1[O:6][C:5]([CH:7]=[CH:8][C:9]([O:11][CH3:12])=[O:10])=[CH:4][CH:3]=1.[C:13]([CH2:22][N-:23][CH2:24][C:25]1[CH:30]=[CH:29][CH:28]=[C:27](B2OC(C)(C)C(C)(C)O2)[CH:26]=1)(=O)[CH2:14][CH2:15][CH2:16][CH2:17][CH2:18][CH2:19]C.[OH2:40].[CH3:41]N(C)C=O. The catalyst is P([O-])([O-])([O-])=O.[K+].[K+].[K+].C1C=CC([P]([Pd]([P](C2C=CC=CC=2)(C2C=CC=CC=2)C2C=CC=CC=2)([P](C2C=CC=CC=2)(C2C=CC=CC=2)C2C=CC=CC=2)[P](C2C=CC=CC=2)(C2C=CC=CC=2)C2C=CC=CC=2)(C2C=CC=CC=2)C2C=CC=CC=2)=CC=1. The product is [CH3:41][N:23]([CH2:24][C:25]1[CH:26]=[C:27]([C:2]2[O:6][C:5]([CH:7]=[CH:8][C:9]([O:11][CH3:12])=[O:10])=[CH:4][CH:3]=2)[CH:28]=[CH:29][CH:30]=1)[C:22](=[O:40])[CH2:13][CH2:14][CH2:15][CH2:16][CH2:17][CH2:18][CH3:19]. The yield is 0.780. (7) The reactants are [CH3:1][S:2]([OH:5])(=[O:4])=[O:3].[N:6]1[C:7]([CH2:15][O:16][C:17]2[CH:22]=[CH:21][C:20]([C:23]3[C:27](=[O:28])[C:26]([CH3:30])([CH3:29])[O:25][C:24]=3[C:31]3[CH:38]=[CH:37][C:34]([C:35]#[N:36])=[CH:33][CH:32]=3)=[CH:19][CH:18]=2)=[CH:8][N:9]2[CH:14]=[CH:13][CH:12]=[CH:11][C:10]=12. The catalyst is C(Cl)Cl.C(OCC)C. The product is [CH3:1][S:2]([OH:5])(=[O:4])=[O:3].[N:6]1[C:7]([CH2:15][O:16][C:17]2[CH:18]=[CH:19][C:20]([C:23]3[C:27](=[O:28])[C:26]([CH3:30])([CH3:29])[O:25][C:24]=3[C:31]3[CH:32]=[CH:33][C:34]([C:35]#[N:36])=[CH:37][CH:38]=3)=[CH:21][CH:22]=2)=[CH:8][N:9]2[CH:14]=[CH:13][CH:12]=[CH:11][C:10]=12. The yield is 0.640.